This data is from Catalyst prediction with 721,799 reactions and 888 catalyst types from USPTO. The task is: Predict which catalyst facilitates the given reaction. (1) The catalyst class is: 36. Product: [F:33][C:30]([F:31])([F:32])[C:27]1[CH:28]=[CH:29][C:24]([C:22]2[NH:21][N:20]=[C:19]([CH2:18][O:17][C:14]3[CH:15]=[C:16]4[C:11]([CH:10]=[CH:9][N:8]4[CH2:7][C:6]([OH:34])=[O:5])=[CH:12][CH:13]=3)[CH:23]=2)=[CH:25][CH:26]=1. Reactant: C([O:5][C:6](=[O:34])[CH2:7][N:8]1[C:16]2[C:11](=[CH:12][CH:13]=[C:14]([O:17][CH2:18][C:19]3[CH:23]=[C:22]([C:24]4[CH:29]=[CH:28][C:27]([C:30]([F:33])([F:32])[F:31])=[CH:26][CH:25]=4)[NH:21][N:20]=3)[CH:15]=2)[CH:10]=[CH:9]1)(C)(C)C.[Li+].[OH-]. (2) Reactant: [NH2:1][C:2]1[CH:3]=[CH:4][N:5]([C:7]2[NH:11][C:10]3[CH:12]=[CH:13][CH:14]=[CH:15][C:9]=3[N:8]=2)[N:6]=1.[CH3:16][O:17][C:18]1[CH:27]=[CH:26][C:21]([C:22](=[O:25])[CH2:23]Br)=[CH:20][CH:19]=1.C(=O)([O-])[O-].[K+].[K+]. Product: [NH2:1][C:2]1[CH:3]=[CH:4][N:5]([C:7]2[N:11]([CH2:23][C:22]([C:21]3[CH:26]=[CH:27][C:18]([O:17][CH3:16])=[CH:19][CH:20]=3)=[O:25])[C:10]3[CH:12]=[CH:13][CH:14]=[CH:15][C:9]=3[N:8]=2)[N:6]=1. The catalyst class is: 6. (3) Product: [CH3:39][O:40][C:41]1[CH:42]=[C:43]([S:56]([NH:59][CH3:60])(=[O:58])=[O:57])[CH:44]=[CH:45][C:46]=1[C:2]1[C:10]2[C:9]([NH:11][C@H:12]([C:14]3[N:19]([C:20]4[CH:25]=[CH:24][CH:23]=[CH:22][CH:21]=4)[C:18](=[O:26])[C:17]4=[C:27]([CH3:30])[CH:28]=[CH:29][N:16]4[N:15]=3)[CH3:13])=[N:8][CH:7]=[N:6][C:5]=2[N:4]([CH2:31][O:32][CH2:33][CH2:34][Si:35]([CH3:38])([CH3:37])[CH3:36])[CH:3]=1. The catalyst class is: 149. Reactant: Br[C:2]1[C:10]2[C:9]([NH:11][C@H:12]([C:14]3[N:19]([C:20]4[CH:25]=[CH:24][CH:23]=[CH:22][CH:21]=4)[C:18](=[O:26])[C:17]4=[C:27]([CH3:30])[CH:28]=[CH:29][N:16]4[N:15]=3)[CH3:13])=[N:8][CH:7]=[N:6][C:5]=2[N:4]([CH2:31][O:32][CH2:33][CH2:34][Si:35]([CH3:38])([CH3:37])[CH3:36])[CH:3]=1.[CH3:39][O:40][C:41]1[CH:42]=[C:43]([S:56]([NH:59][CH3:60])(=[O:58])=[O:57])[CH:44]=[CH:45][C:46]=1B1OC(C)(C)C(C)(C)O1.C(=O)([O-])[O-].[Na+].[Na+]. (4) Reactant: [C:1](/[C:3](=[C:7]1/[S:8]/[C:9](=[CH:15]\[C:16]2[CH:21]=[CH:20][C:19]([N:22]3[CH2:26][CH2:25][CH2:24][CH2:23]3)=[CH:18][CH:17]=2)/[C:10](=[O:14])[N:11]/1[CH2:12][CH3:13])/[C:4](O)=[O:5])#[N:2].[CH2:27]([NH2:29])[CH3:28].CN(C(ON1N=NC2C=CC=NC1=2)=[N+](C)C)C.F[P-](F)(F)(F)(F)F.C(OCC)(=O)C. Product: [C:1](/[C:3](=[C:7]1/[S:8]/[C:9](=[CH:15]\[C:16]2[CH:17]=[CH:18][C:19]([N:22]3[CH2:26][CH2:25][CH2:24][CH2:23]3)=[CH:20][CH:21]=2)/[C:10](=[O:14])[N:11]/1[CH2:12][CH3:13])/[C:4]([NH:29][CH2:27][CH3:28])=[O:5])#[N:2]. The catalyst class is: 3. (5) Product: [N:20]1([CH2:1][CH:3]2[CH2:8][CH2:7][N:6]([C:9]([O:11][C:12]([CH3:15])([CH3:14])[CH3:13])=[O:10])[CH2:5][CH2:4]2)[CH2:25][CH2:24][CH2:23][CH2:22][CH2:21]1. The catalyst class is: 26. Reactant: [CH:1]([CH:3]1[CH2:8][CH2:7][N:6]([C:9]([O:11][C:12]([CH3:15])([CH3:14])[CH3:13])=[O:10])[CH2:5][CH2:4]1)=O.CC(O)=O.[NH:20]1[CH2:25][CH2:24][CH2:23][CH2:22][CH2:21]1.C(O[BH-](OC(=O)C)OC(=O)C)(=O)C.[Na+]. (6) Reactant: [Cl:1][C:2]1[CH:10]=[C:9]([C:11](=[O:24])[NH:12][CH2:13][C:14]2[NH:15][C:16]3[CH:22]=[C:21]([Cl:23])[CH:20]=[CH:19][C:17]=3[N:18]=2)[CH:8]=[CH:7][C:3]=1[C:4](O)=[O:5].CN(C(O[N:33]1N=[N:40][C:35]2C=[CH:37][CH:38]=[CH:39][C:34]1=2)=[N+](C)C)C.[B-](F)(F)(F)F.C(N(C(C)C)CC)(C)C.C(OC(NCC1CCCN1)=O)(C)(C)C.FC(F)(F)C(O)=O.[OH-].[Na+]. Product: [Cl:1][C:2]1[CH:10]=[C:9]([CH:8]=[CH:7][C:3]=1[C:4]([N:33]1[CH2:37][CH2:38][CH2:39][CH:34]1[CH2:35][NH2:40])=[O:5])[C:11]([NH:12][CH2:13][C:14]1[NH:18][C:17]2[CH:19]=[CH:20][C:21]([Cl:23])=[CH:22][C:16]=2[N:15]=1)=[O:24]. The catalyst class is: 9. (7) Product: [F:27][C:10]([F:9])([F:26])[C:11]1[CH:12]=[C:13]([C:18]2[CH:23]=[CH:22][N:21]=[C:20]([C:24](=[N:7][OH:8])[NH2:25])[CH:19]=2)[CH:14]=[CH:15][C:16]=1[F:17]. The catalyst class is: 8. Reactant: C(=O)([O-])O.[Na+].Cl.[NH2:7][OH:8].[F:9][C:10]([F:27])([F:26])[C:11]1[CH:12]=[C:13]([C:18]2[CH:23]=[CH:22][N:21]=[C:20]([C:24]#[N:25])[CH:19]=2)[CH:14]=[CH:15][C:16]=1[F:17].